From a dataset of Full USPTO retrosynthesis dataset with 1.9M reactions from patents (1976-2016). Predict the reactants needed to synthesize the given product. Given the product [F:22][C:10]1([F:21])[CH:11]([C:14]2[CH:19]=[CH:18][C:17]([OH:20])=[CH:16][CH:15]=2)[CH2:12][CH2:13][N:8]([C:31]([O:33][C:34]([CH3:35])([CH3:36])[CH3:37])=[O:32])[CH2:9]1, predict the reactants needed to synthesize it. The reactants are: C([N:8]1[CH2:13][CH:12]=[C:11]([C:14]2[CH:19]=[CH:18][C:17]([OH:20])=[CH:16][CH:15]=2)[C:10]([F:22])([F:21])[CH2:9]1)C1C=CC=CC=1.[C:31](O[C:31]([O:33][C:34]([CH3:37])([CH3:36])[CH3:35])=[O:32])([O:33][C:34]([CH3:37])([CH3:36])[CH3:35])=[O:32].